This data is from Forward reaction prediction with 1.9M reactions from USPTO patents (1976-2016). The task is: Predict the product of the given reaction. (1) Given the reactants C(O[C:6](=O)[NH:7][C:8]1[CH:13]=[CH:12][C:11]([F:14])=[CH:10][CH:9]=1)(C)(C)C.[C:16]([Li])(C)([CH3:18])[CH3:17].CCO/C=C(/C=O)\C.FC(F)(F)C(O)=O.[OH-].[Na+], predict the reaction product. The product is: [F:14][C:11]1[CH:12]=[C:13]2[C:8](=[CH:9][CH:10]=1)[N:7]=[CH:6][C:16]([CH3:18])=[CH:17]2. (2) The product is: [CH3:1][O:2][C:3]1[CH:9]=[C:8]([C:10]2[CH:19]=[CH:18][C:17]3[C:12](=[CH:13][CH:14]=[C:15]([O:20][CH3:21])[CH:16]=3)[CH:11]=2)[CH:7]=[CH:6][C:4]=1[NH:5][C:22](=[O:29])[C:23]1[CH:28]=[CH:27][CH:26]=[CH:25][CH:24]=1. Given the reactants [CH3:1][O:2][C:3]1[CH:9]=[C:8]([C:10]2[CH:19]=[CH:18][C:17]3[C:12](=[CH:13][CH:14]=[C:15]([O:20][CH3:21])[CH:16]=3)[CH:11]=2)[CH:7]=[CH:6][C:4]=1[NH2:5].[C:22](Cl)(=[O:29])[C:23]1[CH:28]=[CH:27][CH:26]=[CH:25][CH:24]=1.C(=O)([O-])[O-].[Na+].[Na+], predict the reaction product. (3) Given the reactants Cl[O-].[Na+].[N:4]1[CH:9]=[CH:8][CH:7]=[CH:6][C:5]=1[CH:10]=[N:11][OH:12].[C:13]([O:17][C:18]([NH:20][CH2:21][C:22]#[CH:23])=[O:19])([CH3:16])([CH3:15])[CH3:14], predict the reaction product. The product is: [C:13]([O:17][C:18]([NH:20][CH2:21][C:22]1[O:12][N:11]=[C:10]([C:5]2[CH:6]=[CH:7][CH:8]=[CH:9][N:4]=2)[CH:23]=1)=[O:19])([CH3:16])([CH3:15])[CH3:14]. (4) Given the reactants [F:1][C:2]1([C:15]([O:17]CC)=O)[CH2:7][CH2:6][CH2:5][N:4]([C:8]([O:10][C:11]([CH3:14])([CH3:13])[CH3:12])=[O:9])[CH2:3]1.[C:20](=[N:23]O)([NH2:22])[CH3:21].C[O-].[Na+], predict the reaction product. The product is: [F:1][C:2]1([C:15]2[O:17][N:23]=[C:20]([CH3:21])[N:22]=2)[CH2:7][CH2:6][CH2:5][N:4]([C:8]([O:10][C:11]([CH3:12])([CH3:13])[CH3:14])=[O:9])[CH2:3]1. (5) Given the reactants [C:1]([C:5]1[CH:6]=[C:7]([CH:12]=[C:13]([S:16][CH3:17])[C:14]=1[OH:15])[C:8]([O:10][CH3:11])=[O:9])([CH3:4])([CH3:3])[CH3:2].[C:18](=O)([O-])[O-].[K+].[K+].COS(=O)(=O)OC.O, predict the reaction product. The product is: [C:1]([C:5]1[CH:6]=[C:7]([CH:12]=[C:13]([S:16][CH3:17])[C:14]=1[O:15][CH3:18])[C:8]([O:10][CH3:11])=[O:9])([CH3:4])([CH3:2])[CH3:3]. (6) Given the reactants [CH3:1][C:2]1[N:3]=[C:4]2[S:21][CH:20]=[CH:19][N:5]2[C:6](=[O:18])[C:7]=1[C:8]1[CH:13]=[CH:12][C:11]([C:14]([F:17])([F:16])[F:15])=[CH:10][CH:9]=1.[CH2:22]([O:26][C:27]1[C:34]([O:35][CH3:36])=[CH:33][CH:32]=[CH:31][C:28]=1[CH:29]=O)[CH:23]([CH3:25])[CH3:24].[O-]CC.[Na+], predict the reaction product. The product is: [CH2:22]([O:26][C:27]1[C:34]([O:35][CH3:36])=[CH:33][CH:32]=[CH:31][C:28]=1/[CH:29]=[CH:1]/[C:2]1[N:3]=[C:4]2[S:21][CH:20]=[CH:19][N:5]2[C:6](=[O:18])[C:7]=1[C:8]1[CH:13]=[CH:12][C:11]([C:14]([F:17])([F:15])[F:16])=[CH:10][CH:9]=1)[CH:23]([CH3:25])[CH3:24]. (7) Given the reactants [OH:1][C:2]1[CH:9]=[CH:8][C:7]([I:10])=[CH:6][C:3]=1[CH:4]=[O:5].[H-].[Na+].[CH2:13](Br)[C:14]1[CH:19]=[CH:18][CH:17]=[CH:16][CH:15]=1.O, predict the reaction product. The product is: [CH2:13]([O:1][C:2]1[CH:9]=[CH:8][C:7]([I:10])=[CH:6][C:3]=1[CH:4]=[O:5])[C:14]1[CH:19]=[CH:18][CH:17]=[CH:16][CH:15]=1. (8) Given the reactants [CH3:1][C:2]1[CH:3]=[CH:4][C:5]([C:8]2[N:12]([C:13]3[CH:14]=[CH:15][C:16]([S:19]([NH2:22])(=[O:21])=[O:20])=[CH:17][CH:18]=3)[N:11]=[C:10]([C:23]([F:26])([F:25])[F:24])[CH:9]=2)=[CH:6][CH:7]=1.[Li+].[OH-].[Li:29], predict the reaction product. The product is: [CH3:1][C:2]1[CH:3]=[CH:4][C:5]([C:8]2[N:12]([C:13]3[CH:14]=[CH:15][C:16]([S:19]([NH2:22])(=[O:21])=[O:20])=[CH:17][CH:18]=3)[N:11]=[C:10]([C:23]([F:25])([F:24])[F:26])[CH:9]=2)=[CH:6][CH:7]=1.[Li:29]. (9) The product is: [CH3:23][CH:22]([C:4]1[CH:3]=[C:2]([N:25]2[CH2:29][CH2:28][CH2:27][CH2:26]2)[CH:7]=[CH:6][C:5]=1[CH2:8][N:9]1[CH2:14][CH2:13][N:12]([C:15]([O:17][C:18]([CH3:21])([CH3:20])[CH3:19])=[O:16])[CH2:11][CH2:10]1)[CH3:24]. Given the reactants Br[C:2]1[CH:7]=[CH:6][C:5]([CH2:8][N:9]2[CH2:14][CH2:13][N:12]([C:15]([O:17][C:18]([CH3:21])([CH3:20])[CH3:19])=[O:16])[CH2:11][CH2:10]2)=[C:4]([CH:22]([CH3:24])[CH3:23])[CH:3]=1.[NH:25]1[CH2:29][CH2:28][CH2:27][CH2:26]1.C(O[Na])(C)(C)C.C1C=CC(P(C2C(C3C(P(C4C=CC=CC=4)C4C=CC=CC=4)=CC=C4C=3C=CC=C4)=C3C(C=CC=C3)=CC=2)C2C=CC=CC=2)=CC=1, predict the reaction product. (10) Given the reactants [C:1]([O:4][CH2:5][C@@H:6]1[C@@H:11]([O:12][C:13](=[O:15])[CH3:14])[C@H:10]([O:16][C:17](=[O:19])[CH3:18])[C@H:9]([O:20][C:21](=[O:23])[CH3:22])[C@@H:8]([C:24]2[CH:29]=[CH:28][C:27](OS(C(F)(F)F)(=O)=O)=[CH:26][CH:25]=2)[O:7]1)(=[O:3])[CH3:2].CCN(CC)CC.[C:45]([Si:47]([CH3:50])([CH3:49])[CH3:48])#[CH:46], predict the reaction product. The product is: [C:13]([O:12][C@H:11]1[C@H:10]([O:16][C:17](=[O:19])[CH3:18])[C@H:9]([O:20][C:21](=[O:23])[CH3:22])[C@@H:8]([C:24]2[CH:25]=[CH:26][C:27]([C:46]#[C:45][Si:47]([CH3:50])([CH3:49])[CH3:48])=[CH:28][CH:29]=2)[O:7][C@@H:6]1[CH2:5][O:4][C:1](=[O:3])[CH3:2])(=[O:15])[CH3:14].